Dataset: Full USPTO retrosynthesis dataset with 1.9M reactions from patents (1976-2016). Task: Predict the reactants needed to synthesize the given product. (1) Given the product [F:21][C:22]1[CH:27]=[CH:26][C:25]([O:31][CH3:32])=[C:24]([C:2]2[CH:7]=[CH:6][N:5]=[C:4]3[N:8]([S:11]([C:14]4[CH:19]=[CH:18][C:17]([CH3:20])=[CH:16][CH:15]=4)(=[O:13])=[O:12])[CH:9]=[CH:10][C:3]=23)[CH:23]=1, predict the reactants needed to synthesize it. The reactants are: Br[C:2]1[CH:7]=[CH:6][N:5]=[C:4]2[N:8]([S:11]([C:14]3[CH:19]=[CH:18][C:17]([CH3:20])=[CH:16][CH:15]=3)(=[O:13])=[O:12])[CH:9]=[CH:10][C:3]=12.[F:21][C:22]1[CH:23]=[CH:24][C:25]([O:31][CH3:32])=[C:26](B(O)O)[CH:27]=1.C(=O)([O-])[O-].[K+].[K+]. (2) The reactants are: [Br:1][C:2]1[C:3](Cl)=[N:4][CH:5]=[C:6]([CH:24]=1)[C:7]([NH:9][C:10]1[CH:15]=[CH:14][C:13]([O:16][C:17]([F:23])([F:22])[C:18]([F:21])([F:20])[F:19])=[CH:12][CH:11]=1)=[O:8].[NH:26]1[CH2:30][CH2:29][C@@H:28]([OH:31])[CH2:27]1. Given the product [Br:1][C:2]1[C:3]([N:26]2[CH2:30][CH2:29][C@@H:28]([OH:31])[CH2:27]2)=[N:4][CH:5]=[C:6]([CH:24]=1)[C:7]([NH:9][C:10]1[CH:15]=[CH:14][C:13]([O:16][C:17]([F:23])([F:22])[C:18]([F:21])([F:20])[F:19])=[CH:12][CH:11]=1)=[O:8], predict the reactants needed to synthesize it. (3) Given the product [CH:33]1([C@H:31]([NH:30][C:4]2[N:3]=[C:2]([C:37]#[N:39])[N:10]=[C:9]3[C:5]=2[N:6]([CH2:18][C:19]2[CH:24]=[CH:23][C:22]([F:25])=[C:21]([C:26]([F:29])([F:28])[F:27])[CH:20]=2)[C:7]([C:11]2[CH:16]=[CH:15][CH:14]=[C:13]([CH3:17])[CH:12]=2)=[N:8]3)[CH3:32])[CH2:34][CH2:35]1, predict the reactants needed to synthesize it. The reactants are: Cl[C:2]1[N:10]=[C:9]2[C:5]([N:6]([CH2:18][C:19]3[CH:24]=[CH:23][C:22]([F:25])=[C:21]([C:26]([F:29])([F:28])[F:27])[CH:20]=3)[C:7]([C:11]3[CH:16]=[CH:15][CH:14]=[C:13]([CH3:17])[CH:12]=3)=[N:8]2)=[C:4]([NH:30][C@@H:31]([CH:33]2[CH2:35][CH2:34]2)[CH3:32])[N:3]=1.C[C:37]([N:39](C)C)=O. (4) Given the product [I:25][C:23]1[CH:22]=[CH:21][N:20]=[C:19]([N:11]2[CH:12]=[CH:13][C:14](=[O:15])[C:9]([O:8][CH2:7][C:6]3[CH:5]=[CH:4][C:3]([O:2][CH3:1])=[CH:17][CH:16]=3)=[CH:10]2)[CH:24]=1, predict the reactants needed to synthesize it. The reactants are: [CH3:1][O:2][C:3]1[CH:17]=[CH:16][C:6]([CH2:7][O:8][C:9]2[C:14](=[O:15])[CH:13]=[CH:12][NH:11][CH:10]=2)=[CH:5][CH:4]=1.F[C:19]1[CH:24]=[C:23]([I:25])[CH:22]=[CH:21][N:20]=1.C([O-])([O-])=O.[K+].[K+]. (5) Given the product [N:30]([CH2:33][CH:34]1[O:38][C:37]2[C:39]3[CH2:40][CH2:41][CH2:42][CH2:43][C:44]=3[CH:45]=[CH:46][C:36]=2[CH2:35]1)=[N+:31]=[N-:32], predict the reactants needed to synthesize it. The reactants are: CC1C=CC(S(OCC2OC3C4CCCCC=4C=CC=3C2)(=O)=O)=CC=1.[N-]=[N+]=[N-].[Na+].[N:30]([CH2:33][CH:34]1[O:38][C:37]2[C:39]3[C:44]([CH:45]=[CH:46][C:36]=2[CH2:35]1)=[CH:43][CH:42]=[CH:41][CH:40]=3)=[N+:31]=[N-:32]. (6) The reactants are: [NH2:1][C:2]1[CH:10]=[CH:9][CH:8]=[C:7]2[C:3]=1[CH:4]([CH2:17][C:18]([O:20]C)=O)[CH2:5][N:6]2[CH2:11][C:12]([O:14][CH2:15][CH3:16])=[O:13].O.C1(C)C=CC(S(O)(=O)=O)=CC=1. Given the product [O:20]=[C:18]1[CH2:17][CH:4]2[CH2:5][N:6]([CH2:11][C:12]([O:14][CH2:15][CH3:16])=[O:13])[C:7]3[C:3]2=[C:2]([CH:10]=[CH:9][CH:8]=3)[NH:1]1, predict the reactants needed to synthesize it. (7) The reactants are: CC([N:5]([C@@:9]([CH3:33])([C:12]([NH:14][C:15]1[CH:16]=[N:17][C:18]([O:21][C:22]2[C:27]3[C:28]4([CH2:31][O:32][C:26]=3[CH:25]=[CH:24][CH:23]=2)[CH2:30][CH2:29]4)=[CH:19][CH:20]=1)=[O:13])[CH2:10][CH3:11])C(=O)[O-])(C)C.C(O)(C(F)(F)F)=O.C1(C)C=CC=CC=1. Given the product [C:28]12([C:27]3[C:22]([O:21][C:18]4[N:17]=[CH:16][C:15]([NH:14][C:12](=[O:13])[C@:9]([CH3:33])([CH2:10][CH3:11])[NH2:5])=[CH:20][CH:19]=4)=[CH:23][CH:24]=[CH:25][C:26]=3[O:32][CH2:31]1)[CH2:29][CH2:30]2, predict the reactants needed to synthesize it. (8) Given the product [CH:22]([C:14]1[C:13]([CH:9]([NH2:8])[CH:10]([CH3:12])[CH3:11])=[C:17]2[CH2:18][CH2:19][CH2:20][CH2:21][N:16]2[N:15]=1)([CH3:24])[CH3:23], predict the reactants needed to synthesize it. The reactants are: C([NH:8][CH:9]([C:13]1[C:14]([CH:22]([CH3:24])[CH3:23])=[N:15][N:16]2[CH:21]=[CH:20][CH:19]=[CH:18][C:17]=12)[CH:10]([CH3:12])[CH3:11])C1C=CC=CC=1.